From a dataset of Catalyst prediction with 721,799 reactions and 888 catalyst types from USPTO. Predict which catalyst facilitates the given reaction. (1) Reactant: [I:1][C:2]1[C:3]2[C:27]3=[CH:28][C:6]([CH2:7][CH2:8][CH2:9][CH2:10][CH2:11][C:12]4[O:38][C:15]([NH:16][C@@H:17]([CH:35]([CH3:37])[CH3:36])[C:18](=[O:34])[N:19]5[CH2:29][C@H:22]([O:23][C:24]3=[N:25][CH:26]=1)[CH2:21][C@H:20]5[C:30]([O:32]C)=[O:31])=[N:14][N:13]=4)=[CH:5][CH:4]=2.[Li+].[OH-].Cl. Product: [I:1][C:2]1[C:3]2[C:27]3=[CH:28][C:6]([CH2:7][CH2:8][CH2:9][CH2:10][CH2:11][C:12]4[O:38][C:15]([NH:16][C@@H:17]([CH:35]([CH3:36])[CH3:37])[C:18](=[O:34])[N:19]5[CH2:29][C@H:22]([O:23][C:24]3=[N:25][CH:26]=1)[CH2:21][C@H:20]5[C:30]([OH:32])=[O:31])=[N:14][N:13]=4)=[CH:5][CH:4]=2. The catalyst class is: 20. (2) Reactant: Cl[C:2]1[CH:7]=[N:6][CH:5]=[CH:4][N:3]=1.C([O-])([O-])=O.[K+].[K+].[I:14][C:15]1[CH:20]=[CH:19][C:18]([OH:21])=[CH:17][CH:16]=1. Product: [I:14][C:15]1[CH:20]=[CH:19][C:18]([O:21][C:2]2[CH:7]=[N:6][CH:5]=[CH:4][N:3]=2)=[CH:17][CH:16]=1. The catalyst class is: 31. (3) Reactant: Cl[CH:2]([C:7]1[CH:12]=[C:11]([CH3:13])[C:10]([NH:14][C:15](=[O:25])[C:16]2[CH:21]=[CH:20][CH:19]=[C:18]([N+:22]([O-:24])=[O:23])[CH:17]=2)=[C:9]([CH3:26])[CH:8]=1)[C:3]([F:6])([F:5])[F:4].[F:27][C:28]([F:39])([F:38])[C:29]1[CH:33]=[C:32]([C:34]([F:37])([F:36])[F:35])[NH:31][N:30]=1.C(=O)([O-])[O-].[K+].[K+].[Cl-].[NH4+]. The catalyst class is: 10. Product: [F:37][C:34]([F:35])([F:36])[C:32]1[CH:33]=[C:29]([C:28]([F:27])([F:38])[F:39])[N:30]([CH:2]([C:7]2[CH:12]=[C:11]([CH3:13])[C:10]([NH:14][C:15](=[O:25])[C:16]3[CH:21]=[CH:20][CH:19]=[C:18]([N+:22]([O-:24])=[O:23])[CH:17]=3)=[C:9]([CH3:26])[CH:8]=2)[C:3]([F:6])([F:5])[F:4])[N:31]=1. (4) Reactant: Cl[CH2:2][CH2:3][CH2:4][O:5][CH2:6][CH2:7][C:8]1[C:12]2[CH:13]=[CH:14][CH:15]=[CH:16][C:11]=2[S:10][CH:9]=1.FC(F)(F)C(O)=O.[NH:24]1[CH2:27][CH:26]([OH:28])[CH2:25]1.C(=O)([O-])[O-].[K+].[K+].Cl. Product: [S:10]1[C:11]2[CH:16]=[CH:15][CH:14]=[CH:13][C:12]=2[C:8]([CH2:7][CH2:6][O:5][CH2:4][CH2:3][CH2:2][N:24]2[CH2:27][CH:26]([OH:28])[CH2:25]2)=[CH:9]1. The catalyst class is: 829. (5) Reactant: Cl.Cl.[Cl:3][C:4]1[N:9]=[C:8]([NH:10][CH:11]2[CH2:16][CH2:15][NH:14][CH2:13][CH2:12]2)[CH:7]=[CH:6][N:5]=1.C(O)(=O)C.C(N(C(C)C)C(C)C)C.[CH2:30]([O:32][C:33]1[CH:34]=[C:35]([CH:38]=[CH:39][C:40]=1[CH3:41])[CH:36]=O)[CH3:31].C([BH3-])#N.[Na+]. Product: [Cl:3][C:4]1[N:9]=[C:8]([NH:10][CH:11]2[CH2:16][CH2:15][N:14]([CH2:36][C:35]3[CH:38]=[CH:39][C:40]([CH3:41])=[C:33]([O:32][CH2:30][CH3:31])[CH:34]=3)[CH2:13][CH2:12]2)[CH:7]=[CH:6][N:5]=1. The catalyst class is: 8.